Dataset: Full USPTO retrosynthesis dataset with 1.9M reactions from patents (1976-2016). Task: Predict the reactants needed to synthesize the given product. (1) Given the product [CH3:1][N:2]1[CH2:15][CH2:14][C:5]2[N:6]([CH2:24][CH2:23][C:20]3[CH:19]=[N:18][C:17]([CH3:16])=[CH:22][CH:21]=3)[C:7]3[C:8]([CH3:13])=[CH:9][CH:10]=[CH:11][C:12]=3[C:4]=2[CH2:3]1, predict the reactants needed to synthesize it. The reactants are: [CH3:1][N:2]1[CH2:15][CH2:14][C:5]2[NH:6][C:7]3[C:8]([CH3:13])=[CH:9][CH:10]=[CH:11][C:12]=3[C:4]=2[CH2:3]1.[CH3:16][C:17]1[CH:22]=[CH:21][C:20]([CH:23]=[CH2:24])=[CH:19][N:18]=1.[OH-].[K+]. (2) Given the product [Cl:1][C:2]1[CH:3]=[C:4]2[C:9](=[CH:10][C:11]=1[C:12]([N:14]1[CH2:18][CH2:17][CH2:16][CH2:15]1)=[O:13])[N:8]=[CH:7][N:6]=[C:5]2[NH:19][CH:20]([C:26]1[NH:30][C:29]2[CH:38]=[CH:39][C:40]([Cl:42])=[CH:41][C:28]=2[N:27]=1)[CH2:21][CH2:22][C:23]([N:46]([CH:43]1[CH2:45][CH2:44]1)[CH3:47])=[O:25], predict the reactants needed to synthesize it. The reactants are: [Cl:1][C:2]1[CH:3]=[C:4]2[C:9](=[CH:10][C:11]=1[C:12]([N:14]1[CH2:18][CH2:17][CH2:16][CH2:15]1)=[O:13])[N:8]=[CH:7][N:6]=[C:5]2[NH:19][CH:20]([C:26]1[N:30](C(OC(C)(C)C)=O)[C:29]2[CH:38]=[CH:39][C:40]([Cl:42])=[CH:41][C:28]=2[N:27]=1)[CH2:21][CH2:22][C:23]([OH:25])=O.[CH:43]1([NH:46][CH3:47])[CH2:45][CH2:44]1.CN(C(ON1N=NC2C=CC=CC1=2)=[N+](C)C)C.[B-](F)(F)(F)F.FC(F)(F)C(O)=O. (3) Given the product [CH2:1]([C@H:8]1[CH2:12][O:11][C:10](=[O:13])[N:9]1[C:14]([C@H:15]([CH2:16][CH2:17][O:18][CH2:19][C:20]1[CH:25]=[CH:24][CH:23]=[CH:22][CH:21]=1)[CH2:38][C:39]([O:41][C:42]([CH3:45])([CH3:44])[CH3:43])=[O:40])=[O:26])[C:2]1[CH:3]=[CH:4][CH:5]=[CH:6][CH:7]=1, predict the reactants needed to synthesize it. The reactants are: [CH2:1]([C@H:8]1[CH2:12][O:11][C:10](=[O:13])[N:9]1[C:14](=[O:26])[CH2:15][CH2:16][CH2:17][O:18][CH2:19][C:20]1[CH:25]=[CH:24][CH:23]=[CH:22][CH:21]=1)[C:2]1[CH:7]=[CH:6][CH:5]=[CH:4][CH:3]=1.[Li+].C[Si]([N-][Si](C)(C)C)(C)C.Br[CH2:38][C:39]([O:41][C:42]([CH3:45])([CH3:44])[CH3:43])=[O:40].CN(C)CCNC.